From a dataset of Forward reaction prediction with 1.9M reactions from USPTO patents (1976-2016). Predict the product of the given reaction. (1) Given the reactants [NH:1]1[C@H:6]([C:7]([O-])=O)[CH2:5][CH2:4][CH2:3][C@@H:2]1[C:10]([O-])=O.[C:13]1([NH2:20])[CH:18]=[CH:17][CH:16]=[CH:15][C:14]=1[NH2:19], predict the reaction product. The product is: [NH:19]1[C:14]2[CH:15]=[CH:16][CH:17]=[CH:18][C:13]=2[N:20]=[C:7]1[C@H:6]1[NH:1][C@@H:2]([C:10]2[NH:20][C:13]3[CH:18]=[CH:17][CH:16]=[CH:15][C:14]=3[N:19]=2)[CH2:3][CH2:4][CH2:5]1. (2) Given the reactants [S:1]([C:10]1[CH:15]=[CH:14][C:13]([OH:16])=[CH:12][C:11]=1[OH:17])[C:2]1[CH:7]=[CH:6][C:5]([OH:8])=[CH:4][C:3]=1[OH:9].C(N(CC)CC)C.[C:25](Cl)(=O)[CH2:26][CH2:27][CH2:28][CH2:29][CH2:30][CH2:31][CH2:32][CH2:33][CH2:34][CH2:35][CH3:36].O1[CH2:43][CH2:42][CH2:41][CH2:40]1, predict the reaction product. The product is: [CH2:36]([O:9][C:3]1[CH:4]=[C:5]([OH:8])[CH:6]=[CH:7][C:2]=1[S:1][C:10]1[CH:15]=[CH:14][C:13]([OH:16])=[CH:12][C:11]=1[OH:17])[CH2:35][CH2:34][CH2:33][CH2:32][CH2:31][CH2:30][CH2:29][CH2:28][CH2:27][CH2:26][CH2:25][CH2:40][CH2:41][CH2:42][CH3:43]. (3) Given the reactants [O:1]1[CH2:6][CH2:5][CH2:4][CH2:3][N:2]1[C:7]1[N:12]=[C:11]([NH:13][CH2:14][CH2:15][CH3:16])[N:10]=[C:9]([NH:17][CH2:18][CH2:19][CH3:20])[N:8]=1.[OH:21][S:22]([OH:25])(=[O:24])=[O:23], predict the reaction product. The product is: [S:22]([OH:25])([OH:24])(=[O:23])=[O:21].[O:1]1[CH2:6][CH2:5][CH2:4][CH2:3][N:2]1[C:7]1[N:12]=[C:11]([NH:13][CH2:14][CH2:15][CH3:16])[N:10]=[C:9]([NH:17][CH2:18][CH2:19][CH3:20])[N:8]=1. (4) Given the reactants I[C:2]1[CH:3]=[C:4]([CH:8]=[CH:9][C:10]=1[CH:11]([CH3:13])[CH3:12])[C:5]([OH:7])=[O:6].[C:14]1(P(C2C=CC=CC=2)CCCP(C2C=CC=CC=2)C2C=CC=CC=2)C=CC=CC=1.[C:43](=[O:46])([O-])[O-:44].[K+].[K+].[C]=O, predict the reaction product. The product is: [CH:11]([C:10]1[CH:9]=[CH:8][C:4]([C:5]([OH:7])=[O:6])=[CH:3][C:2]=1[C:43]([O:44][CH3:14])=[O:46])([CH3:13])[CH3:12]. (5) Given the reactants [Br:1][C:2]1[CH:7]=[C:6]([O:8][CH3:9])[C:5]([NH:10][C:11](=O)[C:12]2[CH:17]=[CH:16][CH:15]=[N:14][CH:13]=2)=[C:4]([C:19](=[O:21])[NH2:20])[CH:3]=1.[OH-].[Na+], predict the reaction product. The product is: [Br:1][C:2]1[CH:3]=[C:4]2[C:5](=[C:6]([O:8][CH3:9])[CH:7]=1)[N:10]=[C:11]([C:12]1[CH:13]=[N:14][CH:15]=[CH:16][CH:17]=1)[N:20]=[C:19]2[OH:21]. (6) The product is: [Cl:1][C:2]1[N:7]([CH2:17][C:16]2[CH:19]=[CH:20][C:13]([O:12][CH3:11])=[CH:14][CH:15]=2)[C:6](=[O:8])[N:5]([CH3:9])[C:4](=[O:10])[CH:3]=1. Given the reactants [Cl:1][C:2]1[NH:7][C:6](=[O:8])[N:5]([CH3:9])[C:4](=[O:10])[CH:3]=1.[CH3:11][O:12][C:13]1[CH:20]=[CH:19][C:16]([CH2:17]Cl)=[CH:15][CH:14]=1.C(=O)([O-])[O-].[K+].[K+], predict the reaction product. (7) Given the reactants [Cl:1][C:2]1[C:3]([OH:13])=[C:4]([C:8]([CH3:12])=[C:9]([Cl:11])[CH:10]=1)[C:5]([OH:7])=O.OC1C=CC=C(C)C=1C(O)=O.[Cl:25][C:26]1[CH:32]=[C:31]([S:33]([C:36]([F:39])([F:38])[F:37])(=[O:35])=[O:34])[CH:30]=[CH:29][C:27]=1[NH2:28], predict the reaction product. The product is: [Cl:1][C:2]1[C:3]([OH:13])=[C:4]([C:8]([CH3:12])=[C:9]([Cl:11])[CH:10]=1)[C:5]([NH:28][C:27]1[CH:29]=[CH:30][C:31]([S:33]([C:36]([F:39])([F:37])[F:38])(=[O:35])=[O:34])=[CH:32][C:26]=1[Cl:25])=[O:7]. (8) Given the reactants [CH2:1]([NH:8][CH2:9][C:10]1[CH:15]=[CH:14][CH:13]=[CH:12][CH:11]=1)[C:2]1[CH:7]=[CH:6][CH:5]=[CH:4][CH:3]=1.[CH:16]1(N(CCCC)C2CCCCC2)CCCCC1.CC(C)CC=O.C1(N([CH:52]([CH2:58][CH2:59]CC)[CH:53]([O:56][CH3:57])[O:54][CH3:55])C2CCCCC2)CCCCC1, predict the reaction product. The product is: [CH2:9]([N:8]([CH2:1][C:2]1[CH:7]=[CH:6][CH:5]=[CH:4][CH:3]=1)[CH:52]([CH:58]([CH3:59])[CH3:16])[CH:53]([O:56][CH3:57])[O:54][CH3:55])[C:10]1[CH:15]=[CH:14][CH:13]=[CH:12][CH:11]=1. (9) Given the reactants [NH2:1][C:2]1[N:13]=[C:12]([Cl:14])[CH:11]=[CH:10][C:3]=1[C:4](N(OC)C)=[O:5].[CH3:15][O:16][C:17]1[CH:22]=[CH:21][C:20]([Li])=[CH:19][CH:18]=1.IC1C=CC(OC)=CC=1, predict the reaction product. The product is: [NH2:1][C:2]1[C:3]([C:4]([C:20]2[CH:21]=[CH:22][C:17]([O:16][CH3:15])=[CH:18][CH:19]=2)=[O:5])=[CH:10][CH:11]=[C:12]([Cl:14])[N:13]=1. (10) Given the reactants [CH3:1][C:2]1[O:6][N:5]=[C:4]([C:7]2[CH:12]=[CH:11][CH:10]=[CH:9][CH:8]=2)[C:3]=1[C:13]([NH:15][NH2:16])=[O:14].[CH3:17][O:18][C:19]1[CH:27]=[C:26]([O:28][CH3:29])[CH:25]=[CH:24][C:20]=1[C:21](O)=O, predict the reaction product. The product is: [CH3:17][O:18][C:19]1[CH:27]=[C:26]([O:28][CH3:29])[CH:25]=[CH:24][C:20]=1[C:21]1[O:14][C:13]([C:3]2[C:4]([C:7]3[CH:12]=[CH:11][CH:10]=[CH:9][CH:8]=3)=[N:5][O:6][C:2]=2[CH3:1])=[N:15][N:16]=1.